Regression. Given a peptide amino acid sequence and an MHC pseudo amino acid sequence, predict their binding affinity value. This is MHC class II binding data. From a dataset of Peptide-MHC class II binding affinity with 134,281 pairs from IEDB. The peptide sequence is DSTVIRNLKNAGLIV. The MHC is DRB3_0101 with pseudo-sequence DRB3_0101. The binding affinity (normalized) is 0.175.